From a dataset of Forward reaction prediction with 1.9M reactions from USPTO patents (1976-2016). Predict the product of the given reaction. (1) Given the reactants [NH2:1][C:2]1[C:10]([F:11])=[CH:9][CH:8]=[CH:7][C:3]=1[C:4]([OH:6])=O.[CH3:12][NH2:13].[CH3:14][O:15][C:16]1[CH:23]=[C:22]([O:24][CH2:25][CH2:26][CH2:27][N:28]2[CH2:33][CH2:32][CH2:31][C@H:30]([CH3:34])[CH2:29]2)[CH:21]=[CH:20][C:17]=1[CH:18]=O, predict the reaction product. The product is: [F:11][C:10]1[CH:9]=[CH:8][CH:7]=[C:3]2[C:2]=1[N:1]=[C:18]([C:17]1[CH:20]=[CH:21][C:22]([O:24][CH2:25][CH2:26][CH2:27][N:28]3[CH2:33][CH2:32][CH2:31][C@H:30]([CH3:34])[CH2:29]3)=[CH:23][C:16]=1[O:15][CH3:14])[N:13]([CH3:12])[C:4]2=[O:6]. (2) Given the reactants [NH2:1][C:2]1[CH:18]=[C:17]([F:19])[C:5]([O:6][C:7]2[CH:12]=[CH:11][N:10]=[C:9]([NH2:13])[C:8]=2[N+:14]([O-:16])=[O:15])=[C:4]([F:20])[CH:3]=1.[Cl:21][C:22]1[CH:27]=[CH:26][C:25]([N:28]=[C:29]=[O:30])=[CH:24][C:23]=1[C:31]([F:34])([F:33])[F:32], predict the reaction product. The product is: [NH2:13][C:9]1[C:8]([N+:14]([O-:16])=[O:15])=[C:7]([O:6][C:5]2[C:4]([F:20])=[CH:3][C:2]([NH:1][C:29]([NH:28][C:25]3[CH:26]=[CH:27][C:22]([Cl:21])=[C:23]([C:31]([F:33])([F:32])[F:34])[CH:24]=3)=[O:30])=[CH:18][C:17]=2[F:19])[CH:12]=[CH:11][N:10]=1. (3) Given the reactants [N:1]12[CH2:8][CH2:7][CH:4]([CH2:5][CH2:6]1)[C@@H:3]([O:9][C:10](=[O:38])[NH:11][C@H:12]([C:19]1[CH:24]=[CH:23][CH:22]=[C:21]([O:25][CH2:26][C:27]([NH:29][C:30]3[CH:35]=[CH:34][C:33]([CH2:36][OH:37])=[CH:32][CH:31]=3)=[O:28])[CH:20]=1)[C:13]1[CH:18]=[CH:17][CH:16]=[CH:15][CH:14]=1)[CH2:2]2, predict the reaction product. The product is: [N:1]12[CH2:8][CH2:7][CH:4]([CH2:5][CH2:6]1)[C@@H:3]([O:9][C:10](=[O:38])[NH:11][C@H:12]([C:19]1[CH:24]=[CH:23][CH:22]=[C:21]([O:25][CH2:26][C:27]([NH:29][C:30]3[CH:31]=[CH:32][C:33]([CH:36]=[O:37])=[CH:34][CH:35]=3)=[O:28])[CH:20]=1)[C:13]1[CH:14]=[CH:15][CH:16]=[CH:17][CH:18]=1)[CH2:2]2. (4) Given the reactants Cl[C:2]1[N:7]=[C:6]([NH:8][C:9]2[CH:14]=[CH:13][C:12]([O:15][CH3:16])=[CH:11][C:10]=2[NH:17][S:18]([CH3:21])(=[O:20])=[O:19])[C:5]([Cl:22])=[CH:4][N:3]=1.[CH3:23][O:24][C:25]1[CH:31]=[C:30]([F:32])[CH:29]=[CH:28][C:26]=1[NH2:27], predict the reaction product. The product is: [Cl:22][C:5]1[C:6]([NH:8][C:9]2[CH:14]=[CH:13][C:12]([O:15][CH3:16])=[CH:11][C:10]=2[NH:17][S:18]([CH3:21])(=[O:20])=[O:19])=[N:7][C:2]([NH:27][C:26]2[CH:28]=[CH:29][C:30]([F:32])=[CH:31][C:25]=2[O:24][CH3:23])=[N:3][CH:4]=1. (5) Given the reactants [NH:1]1[CH2:5][CH2:4][CH:3]([NH:6][C:7]2[C:8]3[CH:9]=[CH:10][N:11]=[CH:12][C:13]=3[CH:14]=[CH:15][CH:16]=2)[CH2:2]1.[C:17]([NH:20][C:21]1[CH:28]=[CH:27][C:24]([CH:25]=O)=[CH:23][CH:22]=1)(=[O:19])[CH3:18].C(O)(=O)C.C(O[BH-](OC(=O)C)OC(=O)C)(=O)C.[Na+], predict the reaction product. The product is: [CH:12]1[C:13]2[C:8](=[C:7]([NH:6][CH:3]3[CH2:4][CH2:5][N:1]([CH2:25][C:24]4[CH:23]=[CH:22][C:21]([NH:20][C:17](=[O:19])[CH3:18])=[CH:28][CH:27]=4)[CH2:2]3)[CH:16]=[CH:15][CH:14]=2)[CH:9]=[CH:10][N:11]=1. (6) Given the reactants [Cl:1][C:2]1[CH:7]=[CH:6][C:5]([C:8]2[NH:13][C:12](=[O:14])[C:11]([C:15]([O:17][CH2:18][CH3:19])=[O:16])=[C:10]([OH:20])[C:9]=2[CH2:21][CH3:22])=[CH:4][CH:3]=1.[CH:36]1[CH:41]=[CH:40][C:39](P([C:36]2[CH:41]=[CH:40][CH:39]=[CH:38][CH:37]=2)[C:36]2[CH:41]=[CH:40][CH:39]=[CH:38][CH:37]=2)=[CH:38][CH:37]=1.[CH2:42](O)[C:43]1[CH:48]=[CH:47][CH:46]=[CH:45][CH:44]=1.[CH3:50]C(OC(/N=N/C(OC(C)C)=O)=O)C, predict the reaction product. The product is: [CH2:42]([O:14][C:12]1[N:13]=[C:8]([C:5]2[CH:4]=[CH:3][C:2]([Cl:1])=[CH:7][CH:6]=2)[C:9]([CH2:21][CH3:22])=[C:10]([O:20][CH2:50][C:36]2[CH:37]=[CH:38][CH:39]=[CH:40][CH:41]=2)[C:11]=1[C:15]([O:17][CH2:18][CH3:19])=[O:16])[C:43]1[CH:48]=[CH:47][CH:46]=[CH:45][CH:44]=1. (7) Given the reactants [ClH:1].[NH2:2][C@H:3]1[CH2:8][CH2:7][C@H:6]([C:9]([O:11][CH2:12][CH3:13])=[O:10])[CH2:5][CH2:4]1.N[C@H]1CC[C@H](C(O)=O)CC1, predict the reaction product. The product is: [ClH:1].[CH2:12]([O:11][C:9]([C@H:6]1[CH2:7][CH2:8][C@@H:3]([NH2:2])[CH2:4][CH2:5]1)=[O:10])[CH3:13]. (8) Given the reactants C(O[C:5](=[O:7])[CH3:6])(=O)C.[CH:8]([C:11]1[CH:17]=[CH:16][C:14]([NH2:15])=[CH:13][CH:12]=1)([CH3:10])[CH3:9], predict the reaction product. The product is: [C:5]([NH:15][C:14]1[CH:16]=[CH:17][C:11]([CH:8]([CH3:10])[CH3:9])=[CH:12][CH:13]=1)(=[O:7])[CH3:6].